This data is from Forward reaction prediction with 1.9M reactions from USPTO patents (1976-2016). The task is: Predict the product of the given reaction. (1) Given the reactants [Br:1][C:2]1[CH:7]=[CH:6][C:5]([C@:8]2([C:27]([F:30])([F:29])[F:28])[C:18]#[C:17][CH2:16][S:15][CH2:14][C@@H:13]([C:19]#[N:20])[NH:12][C:11](=[O:21])[C@H:10]([CH2:22][C:23]([F:26])([CH3:25])[CH3:24])[NH:9]2)=[CH:4][CH:3]=1.C1C=C(Cl)C=C(C(OO)=[O:39])C=1, predict the reaction product. The product is: [Br:1][C:2]1[CH:7]=[CH:6][C:5]([C@:8]2([C:27]([F:28])([F:29])[F:30])[C:18]#[C:17][CH2:16][S:15](=[O:39])[CH2:14][C@@H:13]([C:19]#[N:20])[NH:12][C:11](=[O:21])[C@H:10]([CH2:22][C:23]([F:26])([CH3:25])[CH3:24])[NH:9]2)=[CH:4][CH:3]=1. (2) Given the reactants [CH3:1][C:2]1[S:3][C:4]2[CH:10]=[CH:9][CH:8]=[CH:7][C:5]=2[N:6]=1.[CH2:11]([Br:13])[CH3:12], predict the reaction product. The product is: [Br-:13].[CH2:11]([N+:6]1[C:5]2[CH:7]=[CH:8][CH:9]=[CH:10][C:4]=2[S:3][C:2]=1[CH3:1])[CH3:12]. (3) Given the reactants [CH3:1][N:2]1[CH2:14][CH2:13][C:12]2[C:11]3[C:6](=[CH:7][CH:8]=[C:9]([CH3:15])[CH:10]=3)[NH:5][C:4]=2[CH2:3]1.[H-].[Na+].[CH3:18][O:19][C:20]1[CH:25]=[CH:24][C:23]([CH:26]2[CH2:28][O:27]2)=[CH:22][CH:21]=1, predict the reaction product. The product is: [CH3:1][N:2]1[CH2:14][CH2:13][C:12]2[C:11]3[C:6](=[CH:7][CH:8]=[C:9]([CH3:15])[CH:10]=3)[N:5]([CH2:28][CH:26]([C:23]3[CH:24]=[CH:25][C:20]([O:19][CH3:18])=[CH:21][CH:22]=3)[OH:27])[C:4]=2[CH2:3]1. (4) Given the reactants C(Cl)CCl.[Cl:5][C:6]1[CH:7]=[CH:8][C:9]([O:25][CH2:26][C:27]([O:29][CH3:30])=[O:28])=[C:10]([CH:24]=1)[CH2:11][C:12]1[CH:23]=[CH:22][CH:21]=[CH:20][C:13]=1[O:14][CH:15]([CH3:19])[C:16](O)=[O:17].[CH:31]1[CH:36]=[N:35][C:34]2N(O)N=N[C:33]=2[CH:32]=1.N1CCCCC1.C(O)C(N)(CO)CO, predict the reaction product. The product is: [CH3:30][O:29][C:27](=[O:28])[CH2:26][O:25][C:9]1[CH:8]=[CH:7][C:6]([Cl:5])=[CH:24][C:10]=1[CH2:11][C:12]1[CH:23]=[CH:22][CH:21]=[CH:20][C:13]=1[O:14][CH:15]([CH3:19])[C:16](=[O:17])[N:35]1[CH2:36][CH2:31][CH2:32][CH2:33][CH2:34]1.